Dataset: Full USPTO retrosynthesis dataset with 1.9M reactions from patents (1976-2016). Task: Predict the reactants needed to synthesize the given product. (1) Given the product [C:5]([C:4]1[C:3]([C:2]([F:11])([F:1])[F:12])=[N+:10]([O-:14])[CH:9]=[CH:8][CH:7]=1)#[N:6], predict the reactants needed to synthesize it. The reactants are: [F:1][C:2]([F:12])([F:11])[C:3]1[N:10]=[CH:9][CH:8]=[CH:7][C:4]=1[C:5]#[N:6].C(OC(C(F)(F)F)=O)(C(F)(F)F)=[O:14]. (2) Given the product [F:39][C:26]1([CH2:25][N:22]2[CH2:23][CH2:24][CH:19]([CH2:18][O:17][C:14]3[CH:15]=[CH:16][C:11]([C:8]4[CH:9]=[CH:10][C:5]([S:2]([CH3:1])(=[O:4])=[O:3])=[CH:6][CH:7]=4)=[CH:12][CH:13]=3)[CH2:20][CH2:21]2)[CH2:31][CH2:30][CH2:29][CH2:28][CH2:27]1, predict the reactants needed to synthesize it. The reactants are: [CH3:1][S:2]([C:5]1[CH:10]=[CH:9][C:8]([C:11]2[CH:16]=[CH:15][C:14]([O:17][CH2:18][CH:19]3[CH2:24][CH2:23][N:22]([CH2:25][C:26]4(O)[CH2:31][CH2:30][CH2:29][CH2:28][CH2:27]4)[CH2:21][CH2:20]3)=[CH:13][CH:12]=2)=[CH:7][CH:6]=1)(=[O:4])=[O:3].CCN(S(F)(F)[F:39])CC.C([O-])(O)=O.[Na+]. (3) The reactants are: [CH3:1][N:2]1[CH2:7][CH2:6][N:5]([CH2:8][C:9]2[CH:14]=[CH:13][C:12]([N+:15]([O-])=O)=[CH:11][CH:10]=2)[CH2:4][CH2:3]1. Given the product [CH3:1][N:2]1[CH2:7][CH2:6][N:5]([CH2:8][C:9]2[CH:14]=[CH:13][C:12]([NH2:15])=[CH:11][CH:10]=2)[CH2:4][CH2:3]1, predict the reactants needed to synthesize it. (4) Given the product [F:21][C:4]1[CH:3]=[C:2]([N:1]2[CH2:33][CH2:32][C:31]3[C:36](=[CH:37][CH:38]=[C:29]([O:28][CH2:27][C@@H:23]4[CH2:24][CH2:25][CH2:26][O:22]4)[CH:30]=3)[C:35]2=[O:34])[CH:7]=[CH:6][C:5]=1[N:8]1[CH2:12][CH2:11][C@@H:10]([N:13]2[CH2:14][CH2:15][C:16]([OH:19])([CH3:20])[CH2:17][CH2:18]2)[CH2:9]1, predict the reactants needed to synthesize it. The reactants are: [NH2:1][C:2]1[CH:7]=[CH:6][C:5]([N:8]2[CH2:12][CH2:11][C@@H:10]([N:13]3[CH2:18][CH2:17][C:16]([CH3:20])([OH:19])[CH2:15][CH2:14]3)[CH2:9]2)=[C:4]([F:21])[CH:3]=1.[O:22]1[CH2:26][CH2:25][CH2:24][C@H:23]1[CH2:27][O:28][C:29]1[CH:30]=[C:31]2[C:36](=[CH:37][CH:38]=1)[C:35](=O)[O:34][CH2:33][CH2:32]2. (5) Given the product [C:1]([C@@H:3]1[CH2:8][CH2:7][CH2:6][C@H:5]([NH2:9])[CH2:4]1)#[CH:2].[ClH:17], predict the reactants needed to synthesize it. The reactants are: [C:1]([C@@H:3]1[CH2:8][CH2:7][CH2:6][C@H:5]([NH:9]C(=O)OC(C)(C)C)[CH2:4]1)#[CH:2].[ClH:17]. (6) Given the product [F:4][C:5]1[N:10]=[CH:9][C:8]([CH:11]([OH:12])[CH3:1])=[CH:7][CH:6]=1, predict the reactants needed to synthesize it. The reactants are: [CH3:1][Mg]Br.[F:4][C:5]1[N:10]=[CH:9][C:8]([CH:11]=[O:12])=[CH:7][CH:6]=1.